Dataset: Reaction yield outcomes from USPTO patents with 853,638 reactions. Task: Predict the reaction yield, written as a fraction of the theoretical maximum amount of product (1.0 means a 100% yield; for example, 0.34 means a 34% yield). (1) The reactants are C([O:4]N([C@H]1CN(C(OC(C)(C)C)=O)[C@H](C(O)=O)C(C)=C1)S(C1C=CC=CC=1[N+]([O-])=O)(=O)=O)C=C.[CH2:35]([O:38][N:39]([C@H:52]1[CH2:57][N:56]([C:58]([O:60][C:61]([CH3:64])([CH3:63])[CH3:62])=[O:59])[C@H:55]([CH2:65][OH:66])[C:54]([CH:67]([CH3:69])[CH3:68])=[CH:53]1)[S:40]([C:43]1[CH:48]=[CH:47][CH:46]=[CH:45][C:44]=1[N+:49]([O-:51])=[O:50])(=[O:42])=[O:41])[CH:36]=[CH2:37]. No catalyst specified. The product is [CH2:35]([O:38][N:39]([C@H:52]1[CH2:57][N:56]([C:58]([O:60][C:61]([CH3:62])([CH3:63])[CH3:64])=[O:59])[C@H:55]([C:65]([OH:4])=[O:66])[C:54]([CH:67]([CH3:69])[CH3:68])=[CH:53]1)[S:40]([C:43]1[CH:48]=[CH:47][CH:46]=[CH:45][C:44]=1[N+:49]([O-:51])=[O:50])(=[O:42])=[O:41])[CH:36]=[CH2:37]. The yield is 0.878. (2) The reactants are [C:1]1([CH:7]2[CH2:12][NH:11][CH2:10][CH2:9][N:8]2[C:13]([O:15][CH2:16][C:17]2[CH:22]=[CH:21][CH:20]=[CH:19][CH:18]=2)=[O:14])[CH:6]=[CH:5][CH:4]=[CH:3][CH:2]=1.Br[C:24]1[CH:29]=[CH:28][CH:27]=[CH:26][CH:25]=1.CC(C)([O-])C.[Na+].C1(P(C2CCCCC2)C2C=CC=CC=2C2C=CC=CC=2N(C)C)CCCCC1. The catalyst is C1C=CC=CC=1.C(OCC)(=O)C.C1C=CC(/C=C/C(/C=C/C2C=CC=CC=2)=O)=CC=1.C1C=CC(/C=C/C(/C=C/C2C=CC=CC=2)=O)=CC=1.C1C=CC(/C=C/C(/C=C/C2C=CC=CC=2)=O)=CC=1.[Pd].[Pd]. The product is [C:1]1([CH:7]2[CH2:12][N:11]([C:24]3[CH:29]=[CH:28][CH:27]=[CH:26][CH:25]=3)[CH2:10][CH2:9][N:8]2[C:13]([O:15][CH2:16][C:17]2[CH:18]=[CH:19][CH:20]=[CH:21][CH:22]=2)=[O:14])[CH:2]=[CH:3][CH:4]=[CH:5][CH:6]=1. The yield is 0.790. (3) The reactants are [CH2:1]([O:8][C:9]1[CH:10]=[CH:11][C:12]([OH:33])=[C:13]([C:15]2(O)[C:23]3[C:18](=[CH:19][CH:20]=[CH:21][CH:22]=3)[N:17]([CH2:24][C:25]3[S:26][C:27]([Cl:30])=[CH:28][CH:29]=3)[C:16]2=[O:31])[CH:14]=1)[C:2]1[CH:7]=[CH:6][CH:5]=[CH:4][CH:3]=1.FC(F)(F)C(O)=O.C([SiH](CC)CC)C. The catalyst is ClCCl. The product is [CH2:1]([O:8][C:9]1[CH:10]=[CH:11][C:12]([OH:33])=[C:13]([CH:15]2[C:23]3[C:18](=[CH:19][CH:20]=[CH:21][CH:22]=3)[N:17]([CH2:24][C:25]3[S:26][C:27]([Cl:30])=[CH:28][CH:29]=3)[C:16]2=[O:31])[CH:14]=1)[C:2]1[CH:7]=[CH:6][CH:5]=[CH:4][CH:3]=1. The yield is 0.610. (4) The product is [Br:1][C:2]1[CH:3]=[N:4][C:5]([O:21][C:18]2[CH:19]=[CH:20][C:15]([O:14][C:13]([F:12])([F:22])[F:23])=[CH:16][CH:17]=2)=[C:6]([CH:10]=1)[C:7]([OH:9])=[O:8]. The catalyst is CN(C=O)C.O. The yield is 0.240. The reactants are [Br:1][C:2]1[CH:3]=[N:4][C:5](Cl)=[C:6]([CH:10]=1)[C:7]([OH:9])=[O:8].[F:12][C:13]([F:23])([F:22])[O:14][C:15]1[CH:20]=[CH:19][C:18]([OH:21])=[CH:17][CH:16]=1.C([O-])([O-])=O.[K+].[K+].C(O)(=O)C. (5) The reactants are [CH3:1][C:2]1([CH3:8])[O:7][CH2:6][CH2:5][NH:4][CH2:3]1.[C:9]([O:13][C:14]([N:16]1[CH2:19][C:18](=O)[CH2:17]1)=[O:15])([CH3:12])([CH3:11])[CH3:10].C(O[BH-](OC(=O)C)OC(=O)C)(=O)C.[Na+]. The catalyst is ClCCCl.C(Cl)Cl. The product is [C:9]([O:13][C:14]([N:16]1[CH2:19][CH:18]([N:4]2[CH2:5][CH2:6][O:7][C:2]([CH3:8])([CH3:1])[CH2:3]2)[CH2:17]1)=[O:15])([CH3:12])([CH3:10])[CH3:11]. The yield is 0.810. (6) The reactants are [CH3:1][NH:2][C@H:3]([C:9]([OH:11])=[O:10])[CH2:4][CH2:5][C:6]([OH:8])=[O:7].[S:12](=[O:16])(=[O:15])([OH:14])[OH:13]. The catalyst is O. The product is [S:12]([OH:16])([OH:15])(=[O:14])=[O:13].[CH3:1][NH:2][C@H:3]([C:9]([OH:11])=[O:10])[CH2:4][CH2:5][C:6]([OH:8])=[O:7]. The yield is 0.977. (7) The reactants are CS(O[CH:6]([CH2:13][CH3:14])[CH2:7][C:8]1[S:9][CH:10]=[CH:11][CH:12]=1)(=O)=O.[OH-].[NH4+:16].N.CC(O)C. No catalyst specified. The product is [S:9]1[CH:10]=[CH:11][CH:12]=[C:8]1[CH2:7][CH:6]([NH2:16])[CH2:13][CH3:14]. The yield is 0.540. (8) The reactants are [CH3:1][C:2]1[CH:7]=[C:6]([N+:8]([O-])=O)[N:5]=[CH:4][C:3]=1[O:11][C:12]1[CH:17]=[CH:16][N:15]=[C:14]([NH:18][C:19](=[O:21])[CH3:20])[CH:13]=1. The catalyst is CCOC(C)=O.[Pd]. The product is [NH2:8][C:6]1[N:5]=[CH:4][C:3]([O:11][C:12]2[CH:17]=[CH:16][N:15]=[C:14]([NH:18][C:19](=[O:21])[CH3:20])[CH:13]=2)=[C:2]([CH3:1])[CH:7]=1. The yield is 0.990. (9) The reactants are [C:1]1([C:7]2[CH:8]=[C:9]([CH:12]=[C:13]3[S:17]C(=S)N[C:14]3=[O:19])[S:10][CH:11]=2)[CH:6]=[CH:5][CH:4]=[CH:3][CH:2]=1.[OH-:20].[Na+]. The catalyst is O. The product is [C:1]1([C:7]2[CH:8]=[C:9]([CH2:12][C:13](=[S:17])[C:14]([OH:19])=[O:20])[S:10][CH:11]=2)[CH:2]=[CH:3][CH:4]=[CH:5][CH:6]=1. The yield is 0.740.